Dataset: Forward reaction prediction with 1.9M reactions from USPTO patents (1976-2016). Task: Predict the product of the given reaction. (1) Given the reactants [Br:1][C:2]1[CH:3]=[N:4][CH:5]=[C:6]2[C:11]=1[N:10]=[C:9]([C:12]([OH:14])=O)[CH:8]=[CH:7]2.S(Cl)(Cl)=O.[CH3:19][NH2:20], predict the reaction product. The product is: [CH3:19][NH:20][C:12]([C:9]1[CH:8]=[CH:7][C:6]2[C:11](=[C:2]([Br:1])[CH:3]=[N:4][CH:5]=2)[N:10]=1)=[O:14]. (2) Given the reactants Cl.O1CCOCC1.Cl[C:9]1[C:18]2[C:13](=[CH:14][N:15]=[CH:16][CH:17]=2)[CH:12]=[CH:11][N:10]=1.[CH:19]([C:22]1[CH:28]=[CH:27][C:25]([NH2:26])=[CH:24][CH:23]=1)([CH3:21])[CH3:20], predict the reaction product. The product is: [CH:19]([C:22]1[CH:28]=[CH:27][C:25]([NH:26][C:9]2[C:18]3[C:13](=[CH:14][N:15]=[CH:16][CH:17]=3)[CH:12]=[CH:11][N:10]=2)=[CH:24][CH:23]=1)([CH3:21])[CH3:20].